Binary Classification. Given a drug SMILES string, predict its activity (active/inactive) in a high-throughput screening assay against a specified biological target. From a dataset of HIV replication inhibition screening data with 41,000+ compounds from the AIDS Antiviral Screen. (1) The drug is CN1C(=O)C(O)(C2=C3OCOC3=CC(=O)C2=O)c2ccccc21. The result is 0 (inactive). (2) The compound is SCc1ccc(CS)s1. The result is 0 (inactive). (3) The drug is CCC1(OS(=O)(=O)O)CCC2C3CC=C4CC(O)CCC4(C)C3CCC21C.[NaH]. The result is 1 (active). (4) The compound is CCOC(=O)CNC(=O)C(CSSCC(NC(=O)OCc1ccccc1)C(=O)OC)NC(=O)C(NC(=O)OCc1ccccc1)C(C)C. The result is 0 (inactive). (5) The compound is CC(=O)Nc1ccc(N2C(=O)C(=Cc3cccc(Oc4ccccc4)c3)SC2c2ccccc2)cc1. The result is 0 (inactive).